This data is from Full USPTO retrosynthesis dataset with 1.9M reactions from patents (1976-2016). The task is: Predict the reactants needed to synthesize the given product. (1) The reactants are: [Cl:1][C:2]1[CH:3]=[C:4]2[C:9](=[CH:10][CH:11]=1)[N:8]=[C:7]([N:12]([CH2:15][CH3:16])[CH2:13][CH3:14])[CH:6]=[C:5]2[C:17]1[CH:22]=[CH:21][C:20]([N+:23]([O-])=O)=[CH:19][CH:18]=1.Cl. Given the product [NH2:23][C:20]1[CH:19]=[CH:18][C:17]([C:5]2[C:4]3[C:9](=[CH:10][CH:11]=[C:2]([Cl:1])[CH:3]=3)[N:8]=[C:7]([N:12]([CH2:15][CH3:16])[CH2:13][CH3:14])[CH:6]=2)=[CH:22][CH:21]=1, predict the reactants needed to synthesize it. (2) Given the product [F:29][C:14]([F:13])([F:28])[C:15]1[CH:27]=[CH:26][CH:25]=[CH:24][C:16]=1[O:17][CH:18]1[CH2:23][CH2:22][N:21]([C:2]2[NH:3][C:4]3[NH:5][C:6](=[O:12])[NH:7][C:8](=[O:11])[C:9]=3[N:10]=2)[CH2:20][CH2:19]1, predict the reactants needed to synthesize it. The reactants are: Br[C:2]1[NH:3][C:4]2[NH:5][C:6](=[O:12])[NH:7][C:8](=[O:11])[C:9]=2[N:10]=1.[F:13][C:14]([F:29])([F:28])[C:15]1[CH:27]=[CH:26][CH:25]=[CH:24][C:16]=1[O:17][CH:18]1[CH2:23][CH2:22][NH:21][CH2:20][CH2:19]1.C(N(CC)CC)C. (3) Given the product [NH2:1][CH2:2][CH2:3][N:4]1[C:12]([C:13]2[S:26][CH:27]=[C:28]([CH3:30])[N:29]=2)=[C:11]2[C:6]([N:7]([CH3:23])[C:8](=[O:22])[N:9]([CH3:21])[C:10]2=[O:20])=[CH:5]1, predict the reactants needed to synthesize it. The reactants are: [NH2:1][CH2:2][CH2:3][N:4]1[C:12]([C:13]2C=CC=C(Cl)C=2)=[C:11]2[C:6]([N:7]([CH3:23])[C:8](=[O:22])[N:9]([CH3:21])[C:10]2=[O:20])=[CH:5]1.IC1[S:26][CH:27]=[C:28]([CH3:30])[N:29]=1. (4) Given the product [N+:18]([C:15]1[CH:16]=[CH:17][C:12]([O:8][CH2:7][C:2]2[CH:3]=[CH:4][CH:5]=[CH:6][N:1]=2)=[N:13][CH:14]=1)([O-:20])=[O:19], predict the reactants needed to synthesize it. The reactants are: [N:1]1[CH:6]=[CH:5][CH:4]=[CH:3][C:2]=1[CH2:7][OH:8].[H-].[Na+].Cl[C:12]1[CH:17]=[CH:16][C:15]([N+:18]([O-:20])=[O:19])=[CH:14][N:13]=1.O. (5) Given the product [CH3:3][CH:2]([CH2:1][N:5]([S:32]([C:35]1[CH:36]=[CH:37][C:38]([N+:41]([O-:43])=[O:42])=[CH:39][CH:40]=1)(=[O:33])=[O:34])[C@H:6]([C:29]([OH:31])=[O:30])[CH2:7][CH2:8][CH2:9][CH2:10][NH:11][C:12]([C@@H:58]([NH:57][S:54]([C:51]1[CH:50]=[CH:49][C:48]([NH:47][C:44]([CH3:45])=[O:46])=[CH:53][CH:52]=1)(=[O:56])=[O:55])[CH2:59][C:60]1[CH:65]=[CH:64][CH:63]=[CH:62][CH:61]=1)=[O:13])[CH3:4], predict the reactants needed to synthesize it. The reactants are: [CH2:1]([N:5]([S:32]([C:35]1[CH:40]=[CH:39][C:38]([N+:41]([O-:43])=[O:42])=[CH:37][CH:36]=1)(=[O:34])=[O:33])[C@H:6]([C:29]([OH:31])=[O:30])[CH2:7][CH2:8][CH2:9][CH2:10][NH:11][C:12](OCC1C2C=CC=CC=2C2C1=CC=CC=2)=[O:13])[CH:2]([CH3:4])[CH3:3].[C:44]([NH:47][C:48]1[CH:53]=[CH:52][C:51]([S:54]([NH:57][C@H:58](C(O)=O)[CH2:59][C:60]2[CH:65]=[CH:64][CH:63]=[CH:62][CH:61]=2)(=[O:56])=[O:55])=[CH:50][CH:49]=1)(=[O:46])[CH3:45].